Dataset: Forward reaction prediction with 1.9M reactions from USPTO patents (1976-2016). Task: Predict the product of the given reaction. (1) Given the reactants [Br:1][C:2]1[CH:3]=[C:4]([OH:9])[C:5]([OH:8])=[CH:6][CH:7]=1.[CH3:10][O:11][C:12]1[CH:13]=[C:14]([CH2:18][CH2:19]O)[CH:15]=[CH:16][CH:17]=1.[CH:34]1[CH:39]=[CH:38][C:37](P([C:34]2[CH:39]=[CH:38][CH:37]=[CH:36][CH:35]=2)[C:34]2[CH:39]=[CH:38][CH:37]=[CH:36][CH:35]=2)=[CH:36][CH:35]=1.C[CH2:41][O:42]C(/N=N/C(OCC)=O)=O.[CH2:52]1COC[CH2:53]1, predict the reaction product. The product is: [Br:1][C:2]1[CH:7]=[CH:6][C:5]([O:8][CH2:52][CH2:53][C:34]2[CH:39]=[C:38]([O:42][CH3:41])[CH:37]=[CH:36][CH:35]=2)=[C:4]([O:9][CH2:19][CH2:18][C:14]2[CH:13]=[C:12]([O:11][CH3:10])[CH:17]=[CH:16][CH:15]=2)[CH:3]=1. (2) The product is: [ClH:1].[N:2]12[CH2:9][CH2:8][CH:5]([CH2:6][CH2:7]1)[CH:4]([CH2:10][C:11]([NH:13][C:14]1[CH:19]=[CH:18][C:17]([C:26]3[CH:27]=[CH:28][C:23]([O:22][CH3:21])=[CH:24][CH:25]=3)=[CH:16][CH:15]=1)=[O:12])[CH2:3]2. Given the reactants [ClH:1].[N:2]12[CH2:9][CH2:8][CH:5]([CH2:6][CH2:7]1)[CH:4]([CH2:10][C:11]([NH:13][C:14]1[CH:19]=[CH:18][C:17](Br)=[CH:16][CH:15]=1)=[O:12])[CH2:3]2.[CH3:21][O:22][C:23]1[CH:28]=[CH:27][C:26](B(O)O)=[CH:25][CH:24]=1.C(=O)([O-])[O-].[Na+].[Na+], predict the reaction product. (3) Given the reactants [CH3:1][N:2]1[C:6]([C:7]([OH:9])=O)=[CH:5][CH:4]=[N:3]1.[Cl:10][C:11]1[CH:12]=[C:13]2[C:21](=[CH:22][CH:23]=1)[NH:20][C:19]1[CH:18]([NH2:24])[CH2:17][CH2:16][CH2:15][C:14]2=1, predict the reaction product. The product is: [Cl:10][C:11]1[CH:12]=[C:13]2[C:21](=[CH:22][CH:23]=1)[NH:20][C:19]1[CH:18]([NH:24][C:7]([C:6]3[N:2]([CH3:1])[N:3]=[CH:4][CH:5]=3)=[O:9])[CH2:17][CH2:16][CH2:15][C:14]2=1.